This data is from Forward reaction prediction with 1.9M reactions from USPTO patents (1976-2016). The task is: Predict the product of the given reaction. (1) Given the reactants Cl.[CH3:2][C@@H:3]1[CH2:7][NH:6][CH2:5][C@H:4]1[C:8]1[NH:9][C:10](=[O:23])[C:11]2[CH:16]=[N:15][N:14]([CH:17]3[CH2:22][CH2:21][O:20][CH2:19][CH2:18]3)[C:12]=2[N:13]=1.Cl.Cl[CH2:26][C:27]1[N:32]=[CH:31][CH:30]=[CH:29][N:28]=1.C(=O)([O-])[O-].[Cs+].[Cs+], predict the reaction product. The product is: [CH3:2][C@@H:3]1[CH2:7][N:6]([CH2:26][C:27]2[N:32]=[CH:31][CH:30]=[CH:29][N:28]=2)[CH2:5][C@H:4]1[C:8]1[NH:9][C:10](=[O:23])[C:11]2[CH:16]=[N:15][N:14]([CH:17]3[CH2:22][CH2:21][O:20][CH2:19][CH2:18]3)[C:12]=2[N:13]=1. (2) The product is: [CH2:24]([O:23][C:19]1[CH:18]=[C:17]([NH:16][C:13]2[O:12][C:11]([C:9]3[NH:8][C:7]4[CH:6]=[CH:5][C:4]([C@H:31]5[CH2:32][CH2:33][C@H:34]([CH2:37][C:38]([O:40][CH3:41])=[O:39])[CH2:35][CH2:36]5)=[CH:3][C:2]=4[N:1]=3)=[N:15][N:14]=2)[CH:22]=[CH:21][CH:20]=1)[C:25]1[CH:26]=[CH:27][CH:28]=[CH:29][CH:30]=1. Given the reactants [NH2:1][C:2]1[CH:3]=[C:4]([C@H:31]2[CH2:36][CH2:35][C@H:34]([CH2:37][C:38]([O:40][CH3:41])=[O:39])[CH2:33][CH2:32]2)[CH:5]=[CH:6][C:7]=1[NH:8][C:9]([C:11]1[O:12][C:13]([NH:16][C:17]2[CH:22]=[CH:21][CH:20]=[C:19]([O:23][CH2:24][C:25]3[CH:30]=[CH:29][CH:28]=[CH:27][CH:26]=3)[CH:18]=2)=[N:14][N:15]=1)=O.C(#N)C, predict the reaction product. (3) Given the reactants [C:1]([CH2:3][C:4]1[C:5]([CH3:15])=[C:6]([N+:12]([O-])=O)[C:7]([CH3:11])=[CH:8][C:9]=1[CH3:10])#[N:2].[Cl-].[NH4+], predict the reaction product. The product is: [C:1]([CH2:3][C:4]1[C:5]([CH3:15])=[C:6]([C:7]([CH3:11])=[CH:8][C:9]=1[CH3:10])[NH2:12])#[N:2]. (4) Given the reactants [F:1][C:2]1[C:14]([F:15])=[CH:13][C:5]2[NH:6][C:7]([C:9](Cl)(Cl)Cl)=[N:8][C:4]=2[CH:3]=1.[CH3:16][CH:17]([CH3:41])[CH2:18][NH:19][C@H:20]1[CH2:25][C@@H:24]([C:26]([N:28]2[CH2:33][CH2:32][O:31][CH2:30][CH2:29]2)=[O:27])[CH2:23][N:22]([C:34]([O:36][C:37]([CH3:40])([CH3:39])[CH3:38])=[O:35])[CH2:21]1.C(=O)([O-])[OH:43].[Na+].O, predict the reaction product. The product is: [F:1][C:2]1[C:14]([F:15])=[CH:13][C:5]2[NH:6][C:7]([C:9]([N:19]([CH2:18][CH:17]([CH3:41])[CH3:16])[C@H:20]3[CH2:25][C@@H:24]([C:26]([N:28]4[CH2:33][CH2:32][O:31][CH2:30][CH2:29]4)=[O:27])[CH2:23][N:22]([C:34]([O:36][C:37]([CH3:39])([CH3:38])[CH3:40])=[O:35])[CH2:21]3)=[O:43])=[N:8][C:4]=2[CH:3]=1.